Dataset: Catalyst prediction with 721,799 reactions and 888 catalyst types from USPTO. Task: Predict which catalyst facilitates the given reaction. (1) Reactant: C1CCN2C(=NCCC2)CC1.[CH:12]([CH:14]=[CH2:15])=[O:13].[N:16]([C:18]1[CH:23]=[CH:22][CH:21]=[CH:20][CH:19]=1)=[O:17]. The catalyst class is: 4. Product: [OH:17][N:16]([C:18]1[CH:23]=[CH:22][CH:21]=[CH:20][CH:19]=1)[C:12](=[O:13])[CH:14]=[CH2:15]. (2) Reactant: [CH:1]1([N:6]2[CH2:11][CH2:10][N:9]([C:12]([C:14]3[CH:15]=[C:16]4[C:20](=[CH:21][CH:22]=3)[NH:19][C:18]([C:23]([N:25]3[CH2:30][CH2:29][C:28]([F:32])([F:31])[CH2:27][CH2:26]3)=[O:24])=[CH:17]4)=[O:13])[CH2:8][CH2:7]2)[CH2:5][CH2:4][CH2:3][CH2:2]1.[CH3:33][C:34]1[CH:39]=[CH:38][C:37](B(O)O)=[CH:36][CH:35]=1.N1C=CC=CC=1. Product: [CH:1]1([N:6]2[CH2:7][CH2:8][N:9]([C:12]([C:14]3[CH:15]=[C:16]4[C:20](=[CH:21][CH:22]=3)[N:19]([C:37]3[CH:38]=[CH:39][C:34]([CH3:33])=[CH:35][CH:36]=3)[C:18]([C:23]([N:25]3[CH2:26][CH2:27][C:28]([F:31])([F:32])[CH2:29][CH2:30]3)=[O:24])=[CH:17]4)=[O:13])[CH2:10][CH2:11]2)[CH2:5][CH2:4][CH2:3][CH2:2]1. The catalyst class is: 221. (3) Reactant: [H-].[Na+].[C:3]([O:13][C:14]([CH3:17])([CH3:16])[CH3:15])(=[O:12])[CH2:4][C:5]([O:7][C:8]([CH3:11])([CH3:10])[CH3:9])=[O:6].[F:18][C:19]1[CH:26]=[C:25](F)[C:24]([F:28])=[CH:23][C:20]=1[C:21]#[N:22].CCOC(C)=O. Product: [C:21]([C:20]1[C:19]([F:18])=[CH:26][C:25]([CH:4]([C:5]([O:7][C:8]([CH3:9])([CH3:10])[CH3:11])=[O:6])[C:3]([O:13][C:14]([CH3:17])([CH3:16])[CH3:15])=[O:12])=[C:24]([F:28])[CH:23]=1)#[N:22]. The catalyst class is: 3. (4) Reactant: [C:1]([O:5][C:6](=[O:28])[NH:7][CH2:8][C:9]1[CH:14]=[CH:13][C:12]([CH2:15][NH:16][CH2:17][CH2:18][CH2:19][CH2:20][N:21]([CH2:25][CH2:26][CH3:27])[CH2:22][CH2:23][CH3:24])=[CH:11][CH:10]=1)([CH3:4])([CH3:3])[CH3:2].C([BH3-])#N.[Na+].[C:33](O)(=O)[CH3:34].C(=O)C. Product: [C:1]([O:5][C:6](=[O:28])[NH:7][CH2:8][C:9]1[CH:10]=[CH:11][C:12]([CH2:15][N:16]([CH2:17][CH2:18][CH2:19][CH2:20][N:21]([CH2:22][CH2:23][CH3:24])[CH2:25][CH2:26][CH3:27])[CH2:33][CH3:34])=[CH:13][CH:14]=1)([CH3:3])([CH3:4])[CH3:2]. The catalyst class is: 5. (5) Reactant: [N+:1]([C:4]1[CH:12]=[CH:11][CH:10]=[C:9]2[C:5]=1[CH2:6][CH2:7][C:8]2=[O:13])([O-])=O. Product: [NH2:1][C:4]1[CH:12]=[CH:11][CH:10]=[C:9]2[C:5]=1[CH2:6][CH2:7][C:8]2=[O:13]. The catalyst class is: 126.